From a dataset of Catalyst prediction with 721,799 reactions and 888 catalyst types from USPTO. Predict which catalyst facilitates the given reaction. (1) Reactant: C([O:3][C:4]([C:6]1[CH:10]=[C:9]([CH2:11][CH2:12][CH3:13])[N:8]([CH2:14][C:15]2[CH:20]=[CH:19][C:18]([C:21]3[CH:26]=[CH:25][CH:24]=[CH:23][C:22]=3[S:27](=[O:30])(=[O:29])[NH2:28])=[CH:17][CH:16]=2)[N:7]=1)=[O:5])C.C(Cl)Cl.Cl[C:35]([O:37][CH3:38])=[O:36].CCN(C(C)C)C(C)C.[Li+].[OH-].O. Product: [CH3:38][O:37][C:35]([NH:28][S:27]([C:22]1[CH:23]=[CH:24][CH:25]=[CH:26][C:21]=1[C:18]1[CH:19]=[CH:20][C:15]([CH2:14][N:8]2[C:9]([CH2:11][CH2:12][CH3:13])=[CH:10][C:6]([C:4]([OH:3])=[O:5])=[N:7]2)=[CH:16][CH:17]=1)(=[O:30])=[O:29])=[O:36]. The catalyst class is: 242. (2) Reactant: [OH:1][C:2]1[CH:3]=[C:4]([CH:7]=[C:8]([N+:10]([O-:12])=[O:11])[CH:9]=1)[C:5]#[N:6].Br[CH2:14][CH2:15][O:16][CH2:17][CH2:18][O:19][CH2:20][CH2:21][O:22][CH3:23].C(=O)([O-])[O-].[K+].[K+]. Product: [CH3:23][O:22][CH2:21][CH2:20][O:19][CH2:18][CH2:17][O:16][CH2:15][CH2:14][O:1][C:2]1[CH:3]=[C:4]([CH:7]=[C:8]([N+:10]([O-:12])=[O:11])[CH:9]=1)[C:5]#[N:6]. The catalyst class is: 23. (3) Reactant: Br[C:2]1[N:6]2[CH:7]=[CH:8][CH:9]=[CH:10][C:5]2=[N:4][C:3]=1[CH2:11][CH3:12].C([Sn](CCCC)(CCCC)[C:18]1[CH:23]=[CH:22][N:21]=[CH:20][CH:19]=1)CCC.[Cl-].[Li+]. Product: [CH2:11]([C:3]1[N:4]=[C:5]2[CH:10]=[CH:9][CH:8]=[CH:7][N:6]2[C:2]=1[C:18]1[CH:23]=[CH:22][N:21]=[CH:20][CH:19]=1)[CH3:12]. The catalyst class is: 787. (4) Reactant: [CH3:1]/[C:2](/[CH:9]=[CH:10]/[CH:11]=[C:12](/[C:14]1[CH:23]=[CH:22][C:21]2[C:20]([CH3:25])([CH3:24])[CH2:19][CH:18]=[C:17]([C:26]3[CH:31]=[CH:30][C:29]([CH3:32])=[CH:28][CH:27]=3)[C:16]=2[CH:15]=1)\[CH3:13])=[CH:3]\[C:4]([O:6]CC)=[O:5].CO.[Li+].[OH-].Cl. Product: [CH3:1]/[C:2](/[CH:9]=[CH:10]/[CH:11]=[C:12](/[C:14]1[CH:23]=[CH:22][C:21]2[C:20]([CH3:24])([CH3:25])[CH2:19][CH:18]=[C:17]([C:26]3[CH:31]=[CH:30][C:29]([CH3:32])=[CH:28][CH:27]=3)[C:16]=2[CH:15]=1)\[CH3:13])=[CH:3]\[C:4]([OH:6])=[O:5]. The catalyst class is: 116. (5) Reactant: [OH:1][C:2]1[C:7]2[NH:8][CH:9]([CH2:12][NH:13][C:14](=[O:16])[CH3:15])[CH2:10][O:11][C:6]=2[CH:5]=[CH:4][CH:3]=1.C(N(CC)C(C)C)(C)C.[S:26](O[S:26]([C:29]([F:32])([F:31])[F:30])(=[O:28])=[O:27])([C:29]([F:32])([F:31])[F:30])(=[O:28])=[O:27]. The catalyst class is: 4. Product: [F:30][C:29]([F:32])([F:31])[S:26]([O:1][C:2]1[C:7]2[NH:8][CH:9]([CH2:12][NH:13][C:14](=[O:16])[CH3:15])[CH2:10][O:11][C:6]=2[CH:5]=[CH:4][CH:3]=1)(=[O:28])=[O:27]. (6) Product: [C:1]([N:8]([CH2:13][C:14]([OH:16])=[O:15])[CH2:9][C:10]([OH:12])=[O:11])(=[O:3])[CH3:2]. The catalyst class is: 57. Reactant: [C:1](N)(=[O:3])[CH3:2].C=O.O.[NH:8]([CH2:13][C:14]([OH:16])=[O:15])[CH2:9][C:10]([OH:12])=[O:11].C(NCC(O)=O)(=O)C.CN(CC(O)=O)CC(O)=O. (7) The catalyst class is: 508. Reactant: [NH2:1][CH2:2][C:3]([P:6](=[O:15])([OH:14])[O:7][C:8]1[CH:13]=CC=CC=1)([CH3:5])[CH3:4].[C:16](O)(=O)[CH:17](C)O.OC1C=C(C=CC=1)C=O.F[P-](F)(F)(F)(F)F.N1(O[P+](N2CCCC2)(N2CCCC2)N2CCCC2)C2C=CC=CC=2N=N1.C(N(C(C)C)CC)(C)C. Product: [NH2:1][CH2:2][C:3]([P:6](=[O:15])([O:7][CH2:8][CH3:13])[O:14][CH2:16][CH3:17])([CH3:4])[CH3:5].